Regression. Given two drug SMILES strings and cell line genomic features, predict the synergy score measuring deviation from expected non-interaction effect. From a dataset of NCI-60 drug combinations with 297,098 pairs across 59 cell lines. (1) Drug 1: CCCS(=O)(=O)NC1=C(C(=C(C=C1)F)C(=O)C2=CNC3=C2C=C(C=N3)C4=CC=C(C=C4)Cl)F. Drug 2: CC12CCC3C(C1CCC2OP(=O)(O)O)CCC4=C3C=CC(=C4)OC(=O)N(CCCl)CCCl.[Na+]. Cell line: SF-539. Synergy scores: CSS=1.03, Synergy_ZIP=-2.30, Synergy_Bliss=-3.31, Synergy_Loewe=-4.58, Synergy_HSA=-3.42. (2) Drug 1: CCN(CC)CCNC(=O)C1=C(NC(=C1C)C=C2C3=C(C=CC(=C3)F)NC2=O)C. Drug 2: C1CN1C2=NC(=NC(=N2)N3CC3)N4CC4. Cell line: KM12. Synergy scores: CSS=42.8, Synergy_ZIP=-2.51, Synergy_Bliss=-3.93, Synergy_Loewe=-8.66, Synergy_HSA=-0.167. (3) Drug 1: CC12CCC3C(C1CCC2=O)CC(=C)C4=CC(=O)C=CC34C. Drug 2: CN1C(=O)N2C=NC(=C2N=N1)C(=O)N. Cell line: OVCAR-5. Synergy scores: CSS=31.4, Synergy_ZIP=0.722, Synergy_Bliss=-4.22, Synergy_Loewe=-7.82, Synergy_HSA=-7.13. (4) Drug 1: CCCS(=O)(=O)NC1=C(C(=C(C=C1)F)C(=O)C2=CNC3=C2C=C(C=N3)C4=CC=C(C=C4)Cl)F. Drug 2: C1=NC(=NC(=O)N1C2C(C(C(O2)CO)O)O)N. Cell line: IGROV1. Synergy scores: CSS=5.27, Synergy_ZIP=-1.30, Synergy_Bliss=-0.381, Synergy_Loewe=-2.00, Synergy_HSA=-1.79. (5) Drug 1: CC1C(C(CC(O1)OC2CC(CC3=C2C(=C4C(=C3O)C(=O)C5=C(C4=O)C(=CC=C5)OC)O)(C(=O)CO)O)N)O.Cl. Drug 2: C1=NNC2=C1C(=O)NC=N2. Cell line: SF-295. Synergy scores: CSS=0.951, Synergy_ZIP=0.190, Synergy_Bliss=0.202, Synergy_Loewe=0.192, Synergy_HSA=-0.318. (6) Drug 1: C1=C(C(=O)NC(=O)N1)F. Drug 2: CN1C2=C(C=C(C=C2)N(CCCl)CCCl)N=C1CCCC(=O)O.Cl. Cell line: T-47D. Synergy scores: CSS=23.3, Synergy_ZIP=-9.71, Synergy_Bliss=-13.5, Synergy_Loewe=-13.8, Synergy_HSA=-9.63.